From a dataset of Forward reaction prediction with 1.9M reactions from USPTO patents (1976-2016). Predict the product of the given reaction. (1) Given the reactants [C:1]([O:5][C:6](=[O:15])[NH:7][C:8]1[S:12][C:11]([CH:13]=O)=[N:10][CH:9]=1)([CH3:4])([CH3:3])[CH3:2].[NH:16]1[CH2:21][CH2:20][O:19][CH2:18][CH2:17]1.[BH4-].[Na+], predict the reaction product. The product is: [C:1]([O:5][C:6](=[O:15])[NH:7][C:8]1[S:12][C:11]([CH2:13][N:16]2[CH2:21][CH2:20][O:19][CH2:18][CH2:17]2)=[N:10][CH:9]=1)([CH3:4])([CH3:3])[CH3:2]. (2) The product is: [C:9]([CH:1]=[CH:2][C:3]1[CH:8]=[CH:7][CH:6]=[CH:5][CH:4]=1)([CH:10]=[CH2:11])=[O:13]. Given the reactants [CH2:1]=[CH:2][C:3]1[CH:8]=[CH:7][CH:6]=[CH:5][CH:4]=1.[C:9](OC)(=[O:13])[C:10](C)=[CH2:11].C(OCCCC)(=O)C(C)=C.S(OOS([O-])(=O)=O)([O-])(=O)=O.[Na+].[Na+], predict the reaction product.